Dataset: NCI-60 drug combinations with 297,098 pairs across 59 cell lines. Task: Regression. Given two drug SMILES strings and cell line genomic features, predict the synergy score measuring deviation from expected non-interaction effect. (1) Drug 1: CC1CCC2CC(C(=CC=CC=CC(CC(C(=O)C(C(C(=CC(C(=O)CC(OC(=O)C3CCCCN3C(=O)C(=O)C1(O2)O)C(C)CC4CCC(C(C4)OC)OCCO)C)C)O)OC)C)C)C)OC. Drug 2: CNC(=O)C1=NC=CC(=C1)OC2=CC=C(C=C2)NC(=O)NC3=CC(=C(C=C3)Cl)C(F)(F)F. Cell line: HS 578T. Synergy scores: CSS=4.28, Synergy_ZIP=-0.0115, Synergy_Bliss=-1.39, Synergy_Loewe=-15.4, Synergy_HSA=-2.95. (2) Drug 1: CC12CCC(CC1=CCC3C2CCC4(C3CC=C4C5=CN=CC=C5)C)O. Drug 2: C1=CC(=CC=C1C#N)C(C2=CC=C(C=C2)C#N)N3C=NC=N3. Cell line: NCI-H322M. Synergy scores: CSS=1.32, Synergy_ZIP=0.121, Synergy_Bliss=0.0154, Synergy_Loewe=0.724, Synergy_HSA=-0.723. (3) Drug 1: CN(C)N=NC1=C(NC=N1)C(=O)N. Drug 2: C1=C(C(=O)NC(=O)N1)F. Cell line: SK-OV-3. Synergy scores: CSS=22.3, Synergy_ZIP=4.80, Synergy_Bliss=3.82, Synergy_Loewe=1.32, Synergy_HSA=5.87. (4) Drug 1: C1CC(=O)NC(=O)C1N2CC3=C(C2=O)C=CC=C3N. Drug 2: CS(=O)(=O)OCCCCOS(=O)(=O)C. Cell line: HT29. Synergy scores: CSS=13.8, Synergy_ZIP=0.344, Synergy_Bliss=8.83, Synergy_Loewe=7.15, Synergy_HSA=6.37. (5) Drug 1: CCN(CC)CCCC(C)NC1=C2C=C(C=CC2=NC3=C1C=CC(=C3)Cl)OC. Drug 2: C1C(C(OC1N2C=NC3=C2NC=NCC3O)CO)O. Cell line: NCIH23. Synergy scores: CSS=35.0, Synergy_ZIP=1.43, Synergy_Bliss=0.926, Synergy_Loewe=-2.39, Synergy_HSA=0.680. (6) Drug 1: CC1OCC2C(O1)C(C(C(O2)OC3C4COC(=O)C4C(C5=CC6=C(C=C35)OCO6)C7=CC(=C(C(=C7)OC)O)OC)O)O. Drug 2: C1=NC2=C(N1)C(=S)N=C(N2)N. Cell line: UO-31. Synergy scores: CSS=28.2, Synergy_ZIP=-6.81, Synergy_Bliss=-7.31, Synergy_Loewe=-3.63, Synergy_HSA=-2.17. (7) Drug 1: CC1=C(N=C(N=C1N)C(CC(=O)N)NCC(C(=O)N)N)C(=O)NC(C(C2=CN=CN2)OC3C(C(C(C(O3)CO)O)O)OC4C(C(C(C(O4)CO)O)OC(=O)N)O)C(=O)NC(C)C(C(C)C(=O)NC(C(C)O)C(=O)NCCC5=NC(=CS5)C6=NC(=CS6)C(=O)NCCC[S+](C)C)O. Drug 2: CN(CCCl)CCCl.Cl. Cell line: T-47D. Synergy scores: CSS=38.3, Synergy_ZIP=-10.5, Synergy_Bliss=-0.851, Synergy_Loewe=0.944, Synergy_HSA=1.84.